From a dataset of Reaction yield outcomes from USPTO patents with 853,638 reactions. Predict the reaction yield, written as a fraction of the theoretical maximum amount of product (1.0 means a 100% yield; for example, 0.34 means a 34% yield). (1) The reactants are [CH2:1](Br)[C:2]1[CH:7]=[CH:6][CH:5]=[CH:4][CH:3]=1.[OH:9][CH2:10][C@H:11]1[CH2:13][C@@H:12]1[CH2:14][C:15]([OH:17])=[O:16].C(=O)([O-])[O-].[K+].[K+].CN(C=O)C. The catalyst is O. The product is [OH:9][CH2:10][C@H:11]1[CH2:13][C@@H:12]1[CH2:14][C:15]([O:17][CH2:1][C:2]1[CH:7]=[CH:6][CH:5]=[CH:4][CH:3]=1)=[O:16]. The yield is 0.790. (2) The reactants are Cl.FC1C=C(C=CC=1)CN1C=C(C2C3C(=NC=C(C4C=CC(C5CCNCC5)=CC=4)C=3)N(S(C3C=CC(C)=CC=3)(=O)=O)C=2)C=N1.[N:46]1[CH:51]=[CH:50][C:49]([CH2:52][N:53]2[CH:57]=[C:56]([C:58]3[C:66]4[C:61](=[N:62][CH:63]=[C:64]([C:67]5[CH:72]=[CH:71][C:70]([CH:73]6[CH2:78][CH2:77][N:76]([C:79]([O:81][C:82]([CH3:85])([CH3:84])[CH3:83])=[O:80])[CH2:75][CH2:74]6)=[CH:69][CH:68]=5)[CH:65]=4)[N:60](S(C4C=CC(C)=CC=4)(=O)=O)[CH:59]=3)[CH:55]=[N:54]2)=[CH:48][CH:47]=1.[OH-].[Li+]. The catalyst is C1COCC1.CO.O. The product is [N:46]1[CH:47]=[CH:48][C:49]([CH2:52][N:53]2[CH:57]=[C:56]([C:58]3[C:66]4[C:61](=[N:62][CH:63]=[C:64]([C:67]5[CH:68]=[CH:69][C:70]([CH:73]6[CH2:74][CH2:75][N:76]([C:79]([O:81][C:82]([CH3:85])([CH3:84])[CH3:83])=[O:80])[CH2:77][CH2:78]6)=[CH:71][CH:72]=5)[CH:65]=4)[NH:60][CH:59]=3)[CH:55]=[N:54]2)=[CH:50][CH:51]=1. The yield is 0.996. (3) The reactants are Br[C:2]1[CH:3]=[CH:4][C:5]2[O:11][CH2:10][CH2:9][N:8]3[CH:12]=[C:13]([C:15]4[N:19]([C:20]5[CH:25]=[CH:24][CH:23]=[CH:22][C:21]=5[Cl:26])[N:18]=[CH:17][N:16]=4)[N:14]=[C:7]3[C:6]=2[CH:27]=1.[C:28]1(B(O)O)[CH:33]=[CH:32][CH:31]=[CH:30][CH:29]=1.C([O-])([O-])=O.[Cs+].[Cs+].O. The catalyst is O1CCOCC1.C1C=CC(P(C2C=CC=CC=2)[C-]2C=CC=C2)=CC=1.C1C=CC(P(C2C=CC=CC=2)[C-]2C=CC=C2)=CC=1.Cl[Pd]Cl.[Fe+2]. The product is [Cl:26][C:21]1[CH:22]=[CH:23][CH:24]=[CH:25][C:20]=1[N:19]1[C:15]([C:13]2[N:14]=[C:7]3[C:6]4[CH:27]=[C:2]([C:28]5[CH:33]=[CH:32][CH:31]=[CH:30][CH:29]=5)[CH:3]=[CH:4][C:5]=4[O:11][CH2:10][CH2:9][N:8]3[CH:12]=2)=[N:16][CH:17]=[N:18]1. The yield is 0.380. (4) The reactants are [CH2:1]([C:3]1[CH:4]=[CH:5][CH:6]=[C:7]2[C:11]=1[NH:10][CH:9]=[CH:8]2)[CH3:2].[C:12](O[C:12]([O:14][C:15]([CH3:18])([CH3:17])[CH3:16])=[O:13])([O:14][C:15]([CH3:18])([CH3:17])[CH3:16])=[O:13]. The catalyst is C(#N)C.CN(C)C1C=CN=CC=1. The product is [C:15]([O:14][C:12]([N:10]1[C:11]2[C:7](=[CH:6][CH:5]=[CH:4][C:3]=2[CH2:1][CH3:2])[CH:8]=[CH:9]1)=[O:13])([CH3:18])([CH3:17])[CH3:16]. The yield is 1.00. (5) The reactants are [Cl:1][C:2]1[CH:18]=[C:17]([I:19])[CH:16]=[C:15]([Cl:20])[C:3]=1[C:4]([NH:6][C:7]1[CH:12]=[CH:11][N:10]=[C:9]([Cl:13])[C:8]=1[F:14])=O.S(Cl)([Cl:23])=O. The catalyst is C1(C)C=CC=CC=1. The product is [Cl:1][C:2]1[CH:18]=[C:17]([I:19])[CH:16]=[C:15]([Cl:20])[C:3]=1[C:4]([Cl:23])=[N:6][C:7]1[CH:12]=[CH:11][N:10]=[C:9]([Cl:13])[C:8]=1[F:14]. The yield is 0.990.